This data is from Forward reaction prediction with 1.9M reactions from USPTO patents (1976-2016). The task is: Predict the product of the given reaction. Given the reactants [NH2:1][C:2]1[CH:3]=[C:4]([C:8]2[N:13]3[N:14]=[CH:15][C:16]([C:17]([C:19]4[S:20][CH:21]=[CH:22][CH:23]=4)=[O:18])=[C:12]3[N:11]=[CH:10][CH:9]=2)[CH:5]=[CH:6][CH:7]=1.[CH:24](=O)[CH:25]=[CH:26][CH2:27][CH3:28], predict the reaction product. The product is: [CH2:24]([NH:1][C:2]1[CH:3]=[C:4]([C:8]2[N:13]3[N:14]=[CH:15][C:16]([C:17]([C:19]4[S:20][CH:21]=[CH:22][CH:23]=4)=[O:18])=[C:12]3[N:11]=[CH:10][CH:9]=2)[CH:5]=[CH:6][CH:7]=1)/[CH:25]=[CH:26]/[CH2:27][CH3:28].